From a dataset of Full USPTO retrosynthesis dataset with 1.9M reactions from patents (1976-2016). Predict the reactants needed to synthesize the given product. (1) Given the product [CH3:1][C:2]1[N:7]=[C:6]([O:8][C:9]2[CH:16]=[CH:15][C:12]([C:13]([NH2:14])=[O:43])=[CH:11][CH:10]=2)[CH:5]=[CH:4][C:3]=1[CH2:17][N:18]1[CH2:23][CH2:22][CH:21]([N:24]2[C@H:28]([C:29]3[CH:34]=[CH:33][CH:32]=[CH:31][CH:30]=3)[CH2:27][N:26]([CH:35]3[CH2:36][CH2:37][O:38][CH2:39][CH2:40]3)[C:25]2=[O:41])[CH2:20][CH2:19]1, predict the reactants needed to synthesize it. The reactants are: [CH3:1][C:2]1[N:7]=[C:6]([O:8][C:9]2[CH:16]=[CH:15][C:12]([C:13]#[N:14])=[CH:11][CH:10]=2)[CH:5]=[CH:4][C:3]=1[CH2:17][N:18]1[CH2:23][CH2:22][CH:21]([N:24]2[C@H:28]([C:29]3[CH:34]=[CH:33][CH:32]=[CH:31][CH:30]=3)[CH2:27][N:26]([CH:35]3[CH2:40][CH2:39][O:38][CH2:37][CH2:36]3)[C:25]2=[O:41])[CH2:20][CH2:19]1.C(O)(C(F)(F)F)=[O:43]. (2) Given the product [CH:25]1([CH2:24][O:23][C:22]2[CH:21]=[CH:20][C:17]([CH:18]=[O:19])=[CH:16][C:15]=2[C:2]2[CH:3]=[CH:4][C:5]3[C:10](=[CH:9][CH:8]=[CH:7][CH:6]=3)[CH:1]=2)[CH2:26][CH2:27][CH2:28][CH2:29][CH2:30]1, predict the reactants needed to synthesize it. The reactants are: [CH:1]1[C:10]2[C:5](=[CH:6][CH:7]=[CH:8][CH:9]=2)[CH:4]=[CH:3][C:2]=1B(O)O.Br[C:15]1[CH:16]=[C:17]([CH:20]=[CH:21][C:22]=1[O:23][CH2:24][CH:25]1[CH2:30][CH2:29][CH2:28][CH2:27][CH2:26]1)[CH:18]=[O:19].C(=O)([O-])[O-].[Na+].[Na+].C1(C)C=CC=CC=1. (3) Given the product [Br:1][C:2]1[CH:3]=[C:4]([Cl:9])[C:5]([S:16][CH2:13][CH2:14][CH3:15])=[N:6][CH:7]=1, predict the reactants needed to synthesize it. The reactants are: [Br:1][C:2]1[CH:3]=[C:4]([Cl:9])[C:5](Cl)=[N:6][CH:7]=1.[OH-].[Na+].O.[CH2:13]([SH:16])[CH2:14][CH3:15]. (4) Given the product [C:8]1([P:7]([C:4]2[CH:3]=[CH:2][CH:1]=[CH:6][CH:5]=2)[C:16]2[CH:21]=[CH:20][CH:19]=[CH:18][C:17]=2[NH:22][C:23]2[C:28]([CH:29]([CH3:31])[CH3:30])=[CH:27][CH:26]=[CH:25][C:24]=2[CH:32]([CH3:34])[CH3:33])[CH:9]=[CH:10][CH:11]=[CH:12][CH:13]=1, predict the reactants needed to synthesize it. The reactants are: [CH:1]1[CH:6]=[CH:5][C:4]([P-:7][C:8]2[CH:13]=[CH:12][CH:11]=[CH:10][CH:9]=2)=[CH:3][CH:2]=1.[K+].F[C:16]1[CH:21]=[CH:20][CH:19]=[CH:18][C:17]=1[NH:22][C:23]1[C:28]([CH:29]([CH3:31])[CH3:30])=[CH:27][CH:26]=[CH:25][C:24]=1[CH:32]([CH3:34])[CH3:33]. (5) The reactants are: [OH:1][C:2]1[CH:24]=[CH:23][C:22]([C:25]2[CH:29]=[CH:28][S:27][CH:26]=2)=[CH:21][C:3]=1[C:4]([NH:6][C:7]1[CH:12]=[C:11]([C:13]([F:16])([F:15])[F:14])[CH:10]=[C:9]([C:17]([F:20])([F:19])[F:18])[CH:8]=1)=[O:5].[N:30]1([C:36](Cl)=[O:37])[CH2:35][CH2:34][O:33][CH2:32][CH2:31]1. Given the product [O:33]1[CH2:34][CH2:35][N:30]([C:36]([O:1][C:2]2[CH:24]=[CH:23][C:22]([C:25]3[CH:29]=[CH:28][S:27][CH:26]=3)=[CH:21][C:3]=2[C:4]([NH:6][C:7]2[CH:12]=[C:11]([C:13]([F:15])([F:14])[F:16])[CH:10]=[C:9]([C:17]([F:18])([F:19])[F:20])[CH:8]=2)=[O:5])=[O:37])[CH2:31][CH2:32]1, predict the reactants needed to synthesize it. (6) Given the product [F:20][C:18]1[C:17]2[C:12](=[CH:13][CH:14]=[CH:15][CH:16]=2)[C:11]([O:21][CH2:22][C:23]2[CH:24]=[CH:25][C:26]([C:29]([F:30])([F:31])[F:32])=[CH:27][CH:28]=2)=[C:10]([C:8]([NH:7][C:4]([CH3:6])([CH3:5])[C:3]([OH:33])=[O:2])=[O:9])[CH:19]=1, predict the reactants needed to synthesize it. The reactants are: C[O:2][C:3](=[O:33])[C:4]([NH:7][C:8]([C:10]1[CH:19]=[C:18]([F:20])[C:17]2[C:12](=[CH:13][CH:14]=[CH:15][CH:16]=2)[C:11]=1[O:21][CH2:22][C:23]1[CH:28]=[CH:27][C:26]([C:29]([F:32])([F:31])[F:30])=[CH:25][CH:24]=1)=[O:9])([CH3:6])[CH3:5].C1COCC1.[OH-].[Na+].Cl. (7) Given the product [CH2:35]([O:39][C:40]1[CH:47]=[CH:46][C:43]([CH2:44][N:32]2[CH2:33][C@@H:15]3[C:16]4([C:20](=[O:21])[N:19]([CH2:22][CH2:23][N:24]5[CH2:25][CH2:26][O:27][CH2:28][CH2:29]5)[C:18](=[O:30])[N:17]4[C@H:13]([C:6]4[C:7]5[C:12](=[CH:11][CH:10]=[CH:9][CH:8]=5)[C:3]([N:2]([CH3:34])[CH3:1])=[CH:4][CH:5]=4)[CH2:14]3)[CH2:31]2)=[CH:42][C:41]=1[OH:48])[CH2:36][CH2:37][CH3:38], predict the reactants needed to synthesize it. The reactants are: [CH3:1][N:2]([CH3:34])[C:3]1[C:12]2[C:7](=[CH:8][CH:9]=[CH:10][CH:11]=2)[C:6]([C@H:13]2[N:17]3[C:18](=[O:30])[N:19]([CH2:22][CH2:23][N:24]4[CH2:29][CH2:28][O:27][CH2:26][CH2:25]4)[C:20](=[O:21])[C:16]43[CH2:31][NH:32][CH2:33][C@H:15]4[CH2:14]2)=[CH:5][CH:4]=1.[CH2:35]([O:39][C:40]1[CH:47]=[CH:46][C:43]([CH:44]=O)=[CH:42][C:41]=1[OH:48])[CH2:36][CH2:37][CH3:38].C(O[BH-](OC(=O)C)OC(=O)C)(=O)C.[Na+].